Dataset: Drug-target binding data from BindingDB using IC50 measurements. Task: Regression. Given a target protein amino acid sequence and a drug SMILES string, predict the binding affinity score between them. We predict pIC50 (pIC50 = -log10(IC50 in M); higher means more potent). Dataset: bindingdb_ic50. (1) The small molecule is CC(C)=C[C@@H]1C[C@H](C)c2c(O)cc(C)c3c2C1=C(C)C(=O)C3=O. The target protein (P10809) has sequence MLRLPTVFRQMRPVSRVLAPHLTRAYAKDVKFGADARALMLQGVDLLADAVAVTMGPKGRTVIIEQSWGSPKVTKDGVTVAKSIDLKDKYKNIGAKLVQDVANNTNEEAGDGTTTATVLARSIAKEGFEKISKGANPVEIRRGVMLAVDAVIAELKKQSKPVTTPEEIAQVATISANGDKEIGNIISDAMKKVGRKGVITVKDGKTLNDELEIIEGMKFDRGYISPYFINTSKGQKCEFQDAYVLLSEKKISSIQSIVPALEIANAHRKPLVIIAEDVDGEALSTLVLNRLKVGLQVVAVKAPGFGDNRKNQLKDMAIATGGAVFGEEGLTLNLEDVQPHDLGKVGEVIVTKDDAMLLKGKGDKAQIEKRIQEIIEQLDVTTSEYEKEKLNERLAKLSDGVAVLKVGGTSDVEVNEKKDRVTDALNATRAAVEEGIVLGGGCALLRCIPALDSLTPANEDQKIGIEIIKRTLKIPAMTIAKNAGVEGSLIVEKIMQSSSE.... The pIC50 is 4.0. (2) The small molecule is Clc1ccc2c(NC3CCCC3)ccnc2c1. The target protein sequence is MKWLGESKIMVVNGRRNGGKLSNDHQQNQSKLQHTGKDTLKAGKNAVERRSNRCNGNSGFEGQSRYVPSSGMSAKELCENDDLATSLVLDPYLGFQTHKMNTSAFPSRSSRHFSKSDSFSHNNPVRFRPIKGRQEELKEVIERFKKDEHLEKAFKCLTSGEWARHYFLNKNKMQEKLFKEHVFIYLRMFATDSGFEILPCNRYSSEQNGAKIVATKEWKRNDKIELLVGCIAELSEIEENMLLRHGENDFSVMYSTRKNCAQLWLGPAAFINHDCRPNCKFVSTGRDTACVKALRDIEPGEEISCYYGDGFFGENNEFCECYTCERRGTGAFKSRVGLPAPAPVINSKYGLRETDKRLNRLKKLGDSSKNSDSQSVSSNTDADTTQEKNNATSNRKSSVGVKKNSKSRTLTRQSMSRIPASSNSTSSKLTHINNSRVPKKLKKPAKPLLSKIKLRNHCKRLEQKNASRKLEMGNLVLKEPKVVLYKNLPIKKDKEPEGPA.... The pIC50 is 5.2. (3) The small molecule is CCN(CC)CCNC(=O)c1ccc(N)cc1. The target protein (O70577) has sequence MPTVDDILEHIGEFHLFQKQTFFLLALLSGAFTPIYVGIVFLGFTPNHHCRSPGVAELSQRCGWSPAEELNYTVPGLGSAGEVSFLSQCMRYEVDWNQSTLDCVDPLSSLAANRSHLPLSPCEHGWVYDTPGSSIVTEFNLVCAHSWMLDLFQSLVNVGFFIGAVGIGYLADRFGRKFCLLVTILINAISGVLMAISPNYAWMLVFRFLQGLVSKAGWLIGYILITEFVGLGYRRTVGICYQIAFTVGLLILAGVAYALPNWRWLQFAVTLPNFCFLLYFWCIPESPRWLISQNKNAKAMKIIKHIAKKNGKSVPVSLQSLTADEDTGMKLNPSFLDLVRTPQIRKHTLILMYNWFTSSVLYQGLIMHMGLAGDNIYLDFFYSALVEFPAAFIIILTIDRIGRRYPWAVSNMVAGAACLASVFIPDDLQWLKITVACLGRMGITIAYEMVCLVNAELYPTYIRNLAVLVCSSMCDIGGIVTPFLVYRLTDIWLEFPLVVF.... The pIC50 is 3.5. (4) The compound is Cc1[nH]c2ccccc2c1CN(C)C(=O)/C=C/c1cnc2c(c1)CCC(=O)N2. The target protein (P44432) has sequence MGFLTGKRILVTGLASNRSIAYGIAKSMKEQGAELAFTYLNDKLQPRVEEFAKEFGSDIVLPLDVATDESIQNCFAELSKRWDKFDGFIHAIAFAPGDQLDGDYVNAATREGYRIAHDISAYSFVAMAQAARPYLNPNAALLTLSYLGAERAIPNYNVMCLAKASLEAATRVMAADLGKEGIRVNAISAGPIRTLAASGIKNFKKMLSTFEKTAALRRTVTIEDVGNSAAFLCSDLASGITGEIVHVDAGFSITAMGELGEE. The pIC50 is 6.9. (5) The small molecule is CC[C@H](C)[C@H](NC(=O)[C@H](CCCN=C(N)N)NC(=O)[C@H](CC(=O)O)NC(=O)[C@@H](NC(=O)[C@H](CCCN=C(N)N)NC(=O)CNC(C)=O)[C@@H](C)CC)C(=O)NCC(N)=O. The target protein (P20594) has sequence MALPSLLLLVAALAGGVRPPGARNLTLAVVLPEHNLSYAWAWPRVGPAVALAVEALGRALPVDLRFVSSELEGACSEYLAPLSAVDLKLYHDPDLLLGPGCVYPAASVARFASHWRLPLLTAGAVASGFSAKNDHYRTLVRTGPSAPKLGEFVVTLHGHFNWTARAALLYLDARTDDRPHYFTIEGVFEALQGSNLSVQHQVYAREPGGPEQATHFIRANGRIVYICGPLEMLHEILLQAQRENLTNGDYVFFYLDVFGESLRAGPTRATGRPWQDNRTREQAQALREAFQTVLVITYREPPNPEYQEFQNRLLIRAREDFGVELGPSLMNLIAGCFYDGILLYAEVLNETIQEGGTREDGLRIVEKMQGRRYHGVTGLVVMDKNNDRETDFVLWAMGDLDSGDFQPAAHYSGAEKQIWWTGRPIPWVKGAPPSDNPPCAFDLDDPSCDKTPLSTLAIVALGTGITFIMFGVSSFLIFRKLMLEKELASMLWRIRWEELQ.... The pIC50 is 7.0. (6) The small molecule is CCC(CC)NC(=O)C[C@@H](C(=O)NC[C@@H](O)[C@H](Cc1ccccc1)NC(=O)[C@@H](NC(=O)c1cnc2ccccc2n1)C(C)O)C(C)(C)C. The target protein sequence is PQFSLWKRPVVTAYIEGQPVEVLLDTGADDSIVAGIELGNNYSPKIVGGIGGFINTKEYKNVEIEVLNKKVRATIMTGDTPINIFGRNILTALGMSLNL. The pIC50 is 6.9. (7) The compound is O=S(CCc1ccccc1)[C@H]1O[C@H](CO)[C@@H](O)[C@H](O)[C@@H]1O. The pIC50 is 2.6. The target protein (P53624) has sequence MYRISPIGRKSNFHSREKCLIGLVLVTLCFLCFGGIFLLPDNFGSDRVLRVYKHFRKAGPEIFIPAPPLAAHAPHRSEDPHFIGDRQRLEQKIRAELGDMLDEPPAAGGGEPGQFQVLAQQAQAPAPVAALADQPLDQDEGHAAIPVLAAPVQGDNAASQASSHPQSSAQQHNQQQPQLPLGGGGNDQAPDTLDATLEERRQKVKEMMEHAWHNYKLYAWGKNELRPLSQRPHSASIFGSYDLGATIVDGLDTLYIMGLEKEYREGRDWIERKFSLDNISAELSVFETNIRFVGGMLTLYAFTGDPLYKEKAQHVADKLLPAFQTPTGIPYALVNTKTGVAKNYGWASGGSSILSEFGTLHLEFAYLSDITGNPLYRERVQTIRQVLKEIEKPKGLYPNFLNPKTGKWGQLHMSLGALGDSYYEYLLKAWLQSGQTDEEAREMFDEAMLAILDKMVRTSPGGLTYVSDLKFDRLEHKMDHLACFSGGLFALGAATRQNDY.... (8) The small molecule is O=C(CO)c1ccc2c(c1)CCN2Cc1ccc(C(O)(C(F)(F)F)C(F)(F)F)cc1. The target protein (Q16552) has sequence MTPGKTSLVSLLLLLSLEAIVKAGITIPRNPGCPNSEDKNFPRTVMVNLNIHNRNTNTNPKRSSDYYNRSTSPWNLHRNEDPERYPSVIWEAKCRHLGCINADGNVDYHMNSVPIQQEILVLRREPPHCPNSFRLEKILVSVGCTCVTPIVHHVA. The pIC50 is 5.0.